The task is: Regression. Given two drug SMILES strings and cell line genomic features, predict the synergy score measuring deviation from expected non-interaction effect.. This data is from NCI-60 drug combinations with 297,098 pairs across 59 cell lines. Drug 1: C1=CC(=CC=C1CCCC(=O)O)N(CCCl)CCCl. Drug 2: CC(C1=C(C=CC(=C1Cl)F)Cl)OC2=C(N=CC(=C2)C3=CN(N=C3)C4CCNCC4)N. Cell line: HL-60(TB). Synergy scores: CSS=40.0, Synergy_ZIP=-5.78, Synergy_Bliss=-9.45, Synergy_Loewe=-10.8, Synergy_HSA=-9.97.